From a dataset of Full USPTO retrosynthesis dataset with 1.9M reactions from patents (1976-2016). Predict the reactants needed to synthesize the given product. (1) Given the product [F:30][C:24]1[CH:25]=[CH:26][CH:27]=[C:28]([F:29])[C:23]=1[NH:22][C:20](=[O:21])[C:19]1[CH:31]=[CH:32][CH:33]=[C:17]([C:9]2[N:10]=[C:11]3[CH:16]=[CH:15][CH:14]=[CH:13][N:12]3[C:8]=2[C:6]2[CH:5]=[CH:4][N:3]=[C:2]([NH:38][C:37]3[CH:39]=[CH:40][C:41]([N:43]4[CH2:48][CH2:47][N:46]([CH2:49][CH2:50][S:51]([CH3:54])(=[O:53])=[O:52])[CH2:45][CH2:44]4)=[CH:42][C:36]=3[O:35][CH3:34])[N:7]=2)[CH:18]=1, predict the reactants needed to synthesize it. The reactants are: Cl[C:2]1[N:7]=[C:6]([C:8]2[N:12]3[CH:13]=[CH:14][CH:15]=[CH:16][C:11]3=[N:10][C:9]=2[C:17]2[CH:18]=[C:19]([CH:31]=[CH:32][CH:33]=2)[C:20]([NH:22][C:23]2[C:28]([F:29])=[CH:27][CH:26]=[CH:25][C:24]=2[F:30])=[O:21])[CH:5]=[CH:4][N:3]=1.[CH3:34][O:35][C:36]1[CH:42]=[C:41]([N:43]2[CH2:48][CH2:47][N:46]([CH2:49][CH2:50][S:51]([CH3:54])(=[O:53])=[O:52])[CH2:45][CH2:44]2)[CH:40]=[CH:39][C:37]=1[NH2:38].C1(C)C=CC(S(O)(=O)=O)=CC=1.C[O-].[Na+]. (2) Given the product [CH:1]([N:4]([CH3:29])[C:5]1[C:6]([C:19]2[CH:28]=[C:27]3[C:22]([N:23]=[CH:24][CH:25]=[N:26]3)=[CH:21][CH:20]=2)=[N:7][C:8]2[C:13]([N:14]=1)=[CH:12][C:11]([C:15]([OH:17])=[O:16])=[CH:10][CH:9]=2)([CH3:3])[CH3:2], predict the reactants needed to synthesize it. The reactants are: [CH:1]([N:4]([CH3:29])[C:5]1[C:6]([C:19]2[CH:28]=[C:27]3[C:22]([N:23]=[CH:24][CH:25]=[N:26]3)=[CH:21][CH:20]=2)=[N:7][C:8]2[C:13]([N:14]=1)=[CH:12][C:11]([C:15]([O:17]C)=[O:16])=[CH:10][CH:9]=2)([CH3:3])[CH3:2].[OH-].[Na+].Cl.